Task: Predict the reactants needed to synthesize the given product.. Dataset: Full USPTO retrosynthesis dataset with 1.9M reactions from patents (1976-2016) (1) Given the product [S:42]1[C:38]2[CH:37]=[CH:36][C:35]([NH2:32])=[CH:43][C:39]=2[N:40]=[N:41]1, predict the reactants needed to synthesize it. The reactants are: ClC1C=CC([N+]([O-])=O)=CC=1N.C(=O)(O)[O-].[Na+].[S-2].[Na+].[Na+].N([O-])=O.[Na+].OS(O)(=O)=O.C(=O)=O.[N+:32]([C:35]1[CH:36]=[CH:37][C:38]2[S:42][N:41]=[N:40][C:39]=2[CH:43]=1)([O-])=O.S(S([O-])(=O)=O)([O-])(=O)=O.[Na+].[Na+]. (2) Given the product [C:1]([O:5][C:6](=[O:48])[NH:7][C:8](=[N:29][C:30](=[O:47])[CH2:31][C:32]([C:37]1[CH:42]=[CH:41][C:40]([O:43][CH2:44][CH:45]=[CH2:46])=[CH:39][CH:38]=1)=[N:33][O:34][CH2:35][CH3:36])[CH2:9][C:10]1[CH:15]=[C:14]([Cl:16])[C:13]([NH:17][C:18](=[O:27])[CH2:19][N:20]([CH2:21][CH2:22][CH2:23][CH2:24][CH:25]=[CH2:26])[C:63]([O:62][C:59]([CH3:61])([CH3:60])[CH3:58])=[O:64])=[C:12]([Cl:28])[CH:11]=1)([CH3:2])([CH3:4])[CH3:3], predict the reactants needed to synthesize it. The reactants are: [C:1]([O:5][C:6](=[O:48])[NH:7][C:8](=[N:29][C:30](=[O:47])[CH2:31][C:32]([C:37]1[CH:42]=[CH:41][C:40]([O:43][CH2:44][CH:45]=[CH2:46])=[CH:39][CH:38]=1)=[N:33][O:34][CH2:35][CH3:36])[CH2:9][C:10]1[CH:15]=[C:14]([Cl:16])[C:13]([NH:17][C:18](=[O:27])[CH2:19][NH:20][CH2:21][CH2:22][CH2:23][CH2:24][CH:25]=[CH2:26])=[C:12]([Cl:28])[CH:11]=1)([CH3:4])([CH3:3])[CH3:2].C(N(C(C)C)CC)(C)C.[CH3:58][C:59]([O:62][C:63](O[C:63]([O:62][C:59]([CH3:61])([CH3:60])[CH3:58])=[O:64])=[O:64])([CH3:61])[CH3:60]. (3) Given the product [N:1]1[CH:6]=[CH:5][CH:4]=[C:3]([C:7]2[N:15]3[C:10]([CH2:11][CH2:12][CH2:13][CH2:14]3)=[C:9]([C:16]([NH2:17])=[O:18])[CH:8]=2)[CH:2]=1, predict the reactants needed to synthesize it. The reactants are: [N:1]1[CH:6]=[CH:5][CH:4]=[C:3]([C:7]2[N:15]3[C:10]([CH2:11][CH2:12][CH2:13][CH2:14]3)=[C:9]([C:16]#[N:17])[CH:8]=2)[CH:2]=1.[OH:18]O.[OH-].[Na+]. (4) The reactants are: [CH3:1][C:2]1[CH:7]=[CH:6][C:5]([C:8]2[C:9]([C:15]([NH:17][C:18]3[CH:19]=[C:20]4[C:24](=[CH:25][CH:26]=3)[N:23]([C:27](=[O:35])[CH2:28][C:29]3[CH:34]=[CH:33][CH:32]=[CH:31][N:30]=3)[CH2:22][CH2:21]4)=[O:16])=[CH:10][CH:11]=[C:12]([CH3:14])[CH:13]=2)=[CH:4][CH:3]=1.[CH3:36][S:37]([OH:40])(=[O:39])=[O:38].C(OC(C)C)(C)C. Given the product [CH3:36][S:37]([OH:40])(=[O:39])=[O:38].[CH3:1][C:2]1[CH:3]=[CH:4][C:5]([C:8]2[C:9]([C:15]([NH:17][C:18]3[CH:19]=[C:20]4[C:24](=[CH:25][CH:26]=3)[N:23]([C:27](=[O:35])[CH2:28][C:29]3[CH:34]=[CH:33][CH:32]=[CH:31][N:30]=3)[CH2:22][CH2:21]4)=[O:16])=[CH:10][CH:11]=[C:12]([CH3:14])[CH:13]=2)=[CH:6][CH:7]=1, predict the reactants needed to synthesize it.